This data is from CYP2C19 inhibition data for predicting drug metabolism from PubChem BioAssay. The task is: Regression/Classification. Given a drug SMILES string, predict its absorption, distribution, metabolism, or excretion properties. Task type varies by dataset: regression for continuous measurements (e.g., permeability, clearance, half-life) or binary classification for categorical outcomes (e.g., BBB penetration, CYP inhibition). Dataset: cyp2c19_veith. (1) The compound is c1ccc(N2CCC3(CCNCC3)CC2)cc1. The result is 0 (non-inhibitor). (2) The drug is O=C1C=C2C=C[C@H]3C[C@@]2(O1)[C@H]1CCCCN31. The result is 0 (non-inhibitor). (3) The result is 1 (inhibitor). The molecule is CCOc1ccc(-n2c(SCC(=O)Nc3ccc4c(c3)OCCO4)nc3c(c2=O)SCC3)cc1. (4) The compound is C[C@@H]1O[C@H](O[C@@H]2C=C3CC[C@H]4[C@@H](CC[C@]5(C)[C@@H](c6ccc(=O)oc6)CC[C@]45O)[C@@]3(C)CC2)[C@@H](O)[C@H](O)[C@@H]1O. The result is 0 (non-inhibitor). (5) The molecule is O=C(NCc1cccnc1)C1CC2c3ccccc3C1c1ccccc12. The result is 1 (inhibitor).